Dataset: Reaction yield outcomes from USPTO patents with 853,638 reactions. Task: Predict the reaction yield, written as a fraction of the theoretical maximum amount of product (1.0 means a 100% yield; for example, 0.34 means a 34% yield). The reactants are [Na].[OH:2][C:3]1[CH:8]=[C:7]([OH:9])[CH:6]=[CH:5][C:4]=1[C:10](=[O:12])[CH3:11].[C:13](OCC)(=O)[C:14]([O:16][CH2:17][CH3:18])=[O:15].Cl. The yield is 0.680. The catalyst is C(O)C. The product is [OH:9][C:7]1[CH:8]=[C:3]2[C:4]([C:10](=[O:12])[CH:11]=[C:13]([C:14]([O:16][CH2:17][CH3:18])=[O:15])[O:2]2)=[CH:5][CH:6]=1.